This data is from Full USPTO retrosynthesis dataset with 1.9M reactions from patents (1976-2016). The task is: Predict the reactants needed to synthesize the given product. (1) Given the product [CH2:1]([C:3]1[S:4][C:5]([C:15]2[CH:20]=[CH:19][N:18]=[C:17]([NH:21][C:28]([CH:22]3[CH2:27][CH2:26][CH2:25][CH2:24][CH2:23]3)=[O:29])[CH:16]=2)=[C:6]([C:8]2[CH:13]=[CH:12][CH:11]=[C:10]([CH3:14])[CH:9]=2)[N:7]=1)[CH3:2], predict the reactants needed to synthesize it. The reactants are: [CH2:1]([C:3]1[S:4][C:5]([C:15]2[CH:20]=[CH:19][N:18]=[C:17]([NH2:21])[CH:16]=2)=[C:6]([C:8]2[CH:13]=[CH:12][CH:11]=[C:10]([CH3:14])[CH:9]=2)[N:7]=1)[CH3:2].[CH:22]1([C:28](Cl)=[O:29])[CH2:27][CH2:26][CH2:25][CH2:24][CH2:23]1.C(N(CC)CC)C.C(=O)([O-])O.[Na+]. (2) Given the product [C:28]([C:26]1[CH:25]=[CH:24][C:22]2[NH:23][C:19]([NH:18][C:15]([C:13]3[N:14]=[C:10]([C:8]4[CH:7]=[CH:6][C:5]5[O:1][CH2:2][CH2:3][C:4]=5[CH:9]=4)[S:11][CH:12]=3)=[O:17])=[N:20][C:21]=2[CH:27]=1)#[N:29], predict the reactants needed to synthesize it. The reactants are: [O:1]1[C:5]2[CH:6]=[CH:7][C:8]([C:10]3[S:11][CH:12]=[C:13]([C:15]([OH:17])=O)[N:14]=3)=[CH:9][C:4]=2[CH2:3][CH2:2]1.[NH2:18][C:19]1[NH:23][C:22]2[CH:24]=[CH:25][C:26]([C:28]#[N:29])=[CH:27][C:21]=2[N:20]=1.F[P-](F)(F)(F)(F)F.N1(OC(N(C)C)=[N+](C)C)C2C=CC=CC=2N=N1.C(N(CC)C(C)C)(C)C. (3) Given the product [CH3:1][C:2]1[NH:3][C:4]2[C:9]([CH:10]=1)=[CH:8][C:7]([NH:11][C:25](=[O:26])[C@@H:24]([NH:28][C:61]([NH:60][C:57]1[CH:58]=[CH:59][C:54]([O:53][CH2:46][C:47]3[CH:48]=[CH:49][CH:50]=[CH:51][CH:52]=3)=[CH:55][CH:56]=1)=[O:62])[CH2:23][CH2:22][CH2:21][CH2:20][NH2:19])=[CH:6][CH:5]=2, predict the reactants needed to synthesize it. The reactants are: [CH3:1][C:2]1[NH:3][C:4]2[C:9]([CH:10]=1)=[CH:8][C:7]([NH2:11])=[CH:6][CH:5]=2.C(OC([NH:19][CH2:20][CH2:21][CH2:22][CH2:23][C@H:24]([NH:28]C(OCC1C2C=CC=CC=2C2C1=CC=CC=2)=O)[C:25](O)=[O:26])=O)(C)(C)C.[CH2:46]([O:53][C:54]1[CH:59]=[CH:58][C:57]([N:60]=[C:61]=[O:62])=[CH:56][CH:55]=1)[C:47]1[CH:52]=[CH:51][CH:50]=[CH:49][CH:48]=1. (4) Given the product [CH3:29][O:28][C:20]1[CH:21]=[C:22]([CH:26]=[CH:27][C:19]=1[NH:18][C:2]1[N:3]=[CH:4][C:5]2[N:14]([CH3:15])[C:13](=[O:16])[CH2:12][C@@H:11]3[N:7]([CH2:8][CH2:9][CH2:10]3)[C:6]=2[N:17]=1)[C:23]([OH:25])=[O:24], predict the reactants needed to synthesize it. The reactants are: Cl[C:2]1[N:3]=[CH:4][C:5]2[N:14]([CH3:15])[C:13](=[O:16])[CH2:12][C@@H:11]3[N:7]([CH2:8][CH2:9][CH2:10]3)[C:6]=2[N:17]=1.[NH2:18][C:19]1[CH:27]=[CH:26][C:22]([C:23]([OH:25])=[O:24])=[CH:21][C:20]=1[O:28][CH3:29]. (5) The reactants are: Br[C:2]1[CH:7]=[CH:6][C:5]([CH2:8][O:9][CH3:10])=[CH:4][C:3]=1[Cl:11].[CH:12]([B-](F)(F)F)=[CH2:13].[K+].C1(P(C2C=CC=CC=2)C2C=CC=CC=2)C=CC=CC=1.C(=O)([O-])[O-].[Cs+].[Cs+].S([O-])([O-])(=O)=O.[Na+].[Na+]. Given the product [Cl:11][C:3]1[CH:4]=[C:5]([CH2:8][O:9][CH3:10])[CH:6]=[CH:7][C:2]=1[CH:12]=[CH2:13], predict the reactants needed to synthesize it. (6) The reactants are: CCC([O-])(C)C.[K+].[OH:8][C:9]1[CH:17]=[CH:16][C:12]([CH2:13][C:14]#[N:15])=[CH:11][CH:10]=1.[C:18]1(=[O:24])[CH2:23][CH2:22][CH2:21][CH2:20][CH2:19]1.O. Given the product [C:14]([CH:13]([C:12]1[CH:16]=[CH:17][C:9]([OH:8])=[CH:10][CH:11]=1)[C:18]1([OH:24])[CH2:23][CH2:22][CH2:21][CH2:20][CH2:19]1)#[N:15], predict the reactants needed to synthesize it. (7) Given the product [CH2:1]([O:3][C:4]([N:6]1[CH2:14][C:15](=[O:17])[C:13]2[CH:12]=[CH:11][S:10][C:9]=2[CH2:8][CH2:7]1)=[O:5])[CH3:2], predict the reactants needed to synthesize it. The reactants are: [CH2:1]([O:3][C:4]([N:6]([CH2:14][C:15]([OH:17])=O)[CH2:7][CH2:8][C:9]1[S:10][CH:11]=[CH:12][CH:13]=1)=[O:5])[CH3:2].CN(C=O)C.C(Cl)(=O)C(Cl)=O.[Al+3].[Cl-].[Cl-].[Cl-]. (8) Given the product [N:1]1([CH:6]2[CH2:7][CH2:8][N:9]([S:12]([C:15]3[CH:16]=[CH:17][C:18]([CH2:21][NH2:22])=[N:19][CH:20]=3)(=[O:14])=[O:13])[CH2:10][CH2:11]2)[CH2:2][CH2:3][CH2:4][CH2:5]1, predict the reactants needed to synthesize it. The reactants are: [N:1]1([CH:6]2[CH2:11][CH2:10][N:9]([S:12]([C:15]3[CH:16]=[CH:17][C:18]([C:21]#[N:22])=[N:19][CH:20]=3)(=[O:14])=[O:13])[CH2:8][CH2:7]2)[CH2:5][CH2:4][CH2:3][CH2:2]1.[OH-].[NH4+].[H][H]. (9) Given the product [CH2:28]([O:35][CH2:36][C:37]1([C:52]([O:54][CH2:55][CH3:56])=[O:53])[CH2:42][CH2:41][C:40]([C:2]2[CH:7]=[C:6]([N:8]([CH2:17][O:18][CH2:19][CH2:20][Si:21]([CH3:24])([CH3:23])[CH3:22])[CH2:9][O:10][CH2:11][CH2:12][Si:13]([CH3:16])([CH3:15])[CH3:14])[N:5]3[N:25]=[CH:26][CH:27]=[C:4]3[N:3]=2)=[CH:39][CH2:38]1)[C:29]1[CH:34]=[CH:33][CH:32]=[CH:31][CH:30]=1, predict the reactants needed to synthesize it. The reactants are: Cl[C:2]1[CH:7]=[C:6]([N:8]([CH2:17][O:18][CH2:19][CH2:20][Si:21]([CH3:24])([CH3:23])[CH3:22])[CH2:9][O:10][CH2:11][CH2:12][Si:13]([CH3:16])([CH3:15])[CH3:14])[N:5]2[N:25]=[CH:26][CH:27]=[C:4]2[N:3]=1.[CH2:28]([O:35][CH2:36][C:37]1([C:52]([O:54][CH2:55][CH3:56])=[O:53])[CH2:42][CH2:41][C:40](B2OC(C)(C)C(C)(C)O2)=[CH:39][CH2:38]1)[C:29]1[CH:34]=[CH:33][CH:32]=[CH:31][CH:30]=1.[O-]P([O-])([O-])=O.[K+].[K+].[K+]. (10) Given the product [F:1][C:2]1[CH:26]=[CH:25][CH:24]=[C:23]([F:27])[C:3]=1[CH2:4][C@H:5]1[CH2:10][C@H:9]([C:11]2[O:18][NH:30][C:13](=[O:14])[CH:12]=2)[CH2:8][CH2:7][N:6]1[C:19]([O:21][CH3:22])=[O:20], predict the reactants needed to synthesize it. The reactants are: [F:1][C:2]1[CH:26]=[CH:25][CH:24]=[C:23]([F:27])[C:3]=1[CH2:4][C@H:5]1[CH2:10][C@H:9]([C:11](=[O:18])[CH2:12][C:13](OCC)=[O:14])[CH2:8][CH2:7][N:6]1[C:19]([O:21][CH3:22])=[O:20].[OH-].[Na+].[NH2:30]O.Cl.